Predict the reactants needed to synthesize the given product. From a dataset of Full USPTO retrosynthesis dataset with 1.9M reactions from patents (1976-2016). Given the product [CH:27]1([N:23]2[C:24]3[C:20](=[CH:19][C:18]([N:14]4[CH2:13][C@H:12]([CH2:11][NH:10][C:1](=[O:4])[CH2:2][CH3:3])[O:16][C:15]4=[O:17])=[CH:26][CH:25]=3)[CH2:21][C:22]2=[O:30])[CH2:29][CH2:28]1, predict the reactants needed to synthesize it. The reactants are: [C:1](O[C:1](=[O:4])[CH2:2][CH3:3])(=[O:4])[CH2:2][CH3:3].[NH2:10][CH2:11][C@H:12]1[O:16][C:15](=[O:17])[N:14]([C:18]2[CH:19]=[C:20]3[C:24](=[CH:25][CH:26]=2)[N:23]([CH:27]2[CH2:29][CH2:28]2)[C:22](=[O:30])[CH2:21]3)[CH2:13]1.C(N(C(C)C)CC)(C)C.